Dataset: Forward reaction prediction with 1.9M reactions from USPTO patents (1976-2016). Task: Predict the product of the given reaction. (1) Given the reactants [NH2:1][C:2]1[CH:7]=[CH:6][CH:5]=[CH:4][C:3]=1[NH:8][C:9]1[CH:19]=[CH:18][C:12]([C:13]([O:15][CH2:16][CH3:17])=[O:14])=[CH:11][CH:10]=1.[C:20](N1C=CN=C1)(N1C=CN=C1)=[O:21], predict the reaction product. The product is: [O:21]=[C:20]1[N:8]([C:9]2[CH:19]=[CH:18][C:12]([C:13]([O:15][CH2:16][CH3:17])=[O:14])=[CH:11][CH:10]=2)[C:3]2[CH:4]=[CH:5][CH:6]=[CH:7][C:2]=2[NH:1]1. (2) Given the reactants [Cl:1][C:2]1[CH:37]=[CH:36][C:5]2[C:6]3[N:23]=[C:22]([NH:24][C:25]4[CH:33]=[CH:32][C:28]([C:29]([OH:31])=[O:30])=[C:27]([O:34][CH3:35])[CH:26]=4)[N:21]=[CH:20][C:7]=3[CH2:8][N:9]=[C:10]([C:11]3[C:16]([O:17][CH3:18])=[CH:15][CH:14]=[CH:13][C:12]=3[F:19])[C:4]=2[CH:3]=1.[OH-].[Na+:39], predict the reaction product. The product is: [Cl:1][C:2]1[CH:37]=[CH:36][C:5]2[C:6]3[N:23]=[C:22]([NH:24][C:25]4[CH:33]=[CH:32][C:28]([C:29]([O-:31])=[O:30])=[C:27]([O:34][CH3:35])[CH:26]=4)[N:21]=[CH:20][C:7]=3[CH2:8][N:9]=[C:10]([C:11]3[C:16]([O:17][CH3:18])=[CH:15][CH:14]=[CH:13][C:12]=3[F:19])[C:4]=2[CH:3]=1.[Na+:39]. (3) Given the reactants Cl.[NH2:2][C@@H:3]1[CH2:12][CH2:11][CH2:10][C:9]2[C:8]([C:13]3[N:17]=[C:16]([C:18]4[CH:19]=[CH:20][C:21]([O:26][CH:27]([CH3:29])[CH3:28])=[C:22]([CH:25]=4)[C:23]#[N:24])[O:15][N:14]=3)=[CH:7][CH:6]=[CH:5][C:4]1=2.[CH3:30][O:31][C:32](=[O:38])[CH2:33][S:34](Cl)(=[O:36])=[O:35], predict the reaction product. The product is: [C:23]([C:22]1[CH:25]=[C:18]([C:16]2[O:15][N:14]=[C:13]([C:8]3[CH:7]=[CH:6][CH:5]=[C:4]4[C:9]=3[CH2:10][CH2:11][CH2:12][C@H:3]4[NH:2][S:34]([CH2:33][C:32]([O:31][CH3:30])=[O:38])(=[O:36])=[O:35])[N:17]=2)[CH:19]=[CH:20][C:21]=1[O:26][CH:27]([CH3:29])[CH3:28])#[N:24]. (4) Given the reactants Cl[C:2]1[N:7]=[C:6](Cl)[C:5]([F:9])=[C:4]([C:10]([F:13])([F:12])[F:11])[N:3]=1.[NH:14]1[CH:18]=[CH:17][N:16]=[CH:15]1, predict the reaction product. The product is: [F:9][C:5]1[C:6]([N:14]2[CH:18]=[CH:17][N:16]=[CH:15]2)=[N:7][C:2]([N:14]2[CH:18]=[CH:17][N:16]=[CH:15]2)=[N:3][C:4]=1[C:10]([F:13])([F:12])[F:11].